Dataset: Forward reaction prediction with 1.9M reactions from USPTO patents (1976-2016). Task: Predict the product of the given reaction. Given the reactants [C:1]([O:5][C:6](=[O:32])[N:7]([CH:9]([C:11](=[O:31])[NH:12][C:13]1[CH:18]=[CH:17][C:16]([N+:19]([O-])=O)=[C:15]([NH:22][CH2:23][C:24]2[CH:29]=[CH:28][C:27]([Cl:30])=[CH:26][CH:25]=2)[N:14]=1)[CH3:10])[CH3:8])([CH3:4])([CH3:3])[CH3:2], predict the reaction product. The product is: [C:1]([O:5][C:6](=[O:32])[N:7]([CH:9]([C:11](=[O:31])[NH:12][C:13]1[CH:18]=[CH:17][C:16]([NH2:19])=[C:15]([NH:22][CH2:23][C:24]2[CH:25]=[CH:26][C:27]([Cl:30])=[CH:28][CH:29]=2)[N:14]=1)[CH3:10])[CH3:8])([CH3:2])([CH3:3])[CH3:4].